From a dataset of Full USPTO retrosynthesis dataset with 1.9M reactions from patents (1976-2016). Predict the reactants needed to synthesize the given product. (1) Given the product [F:28][C:2]1([F:1])[CH2:27][C:6]2[S:7][C:8]([NH:16][C:17]([CH:19]3[CH2:29][CH2:23][CH2:22][CH2:21][CH:20]3[C:24]([OH:26])=[O:25])=[O:18])=[C:9]([C:10]3[S:11][CH:12]=[C:13]([CH3:15])[N:14]=3)[C:5]=2[CH2:4][CH2:3]1, predict the reactants needed to synthesize it. The reactants are: [F:1][C:2]1([F:28])[CH2:27][C:6]2[S:7][C:8]([NH:16][C:17]([C:19]3[CH2:23][CH2:22][CH2:21][C:20]=3[C:24]([OH:26])=[O:25])=[O:18])=[C:9]([C:10]3[S:11][CH:12]=[C:13]([CH3:15])[N:14]=3)[C:5]=2[CH2:4][CH2:3]1.[C@@H:29]12C(=O)OC(=O)[C@H]1CCCC2. (2) Given the product [Br:1][C:2]1[S:6][C:5]2=[CH:7][N:8]=[CH:9][N:4]2[CH:3]=1, predict the reactants needed to synthesize it. The reactants are: [Br:1][C:2]1[S:6][C:5]2=[C:7](C(O)=O)[N:8]=[CH:9][N:4]2[CH:3]=1.C1CCN2C(=NCCC2)CC1. (3) Given the product [CH2:24]([N:31]([CH2:32][C:33]#[N:34])[C:21](=[O:22])[CH2:20][N:9]([C:4]1[CH:5]=[CH:6][CH:7]=[CH:8][C:3]=1[O:2][CH3:1])[S:10]([C:13]1[C:14]([CH3:19])=[CH:15][CH:16]=[CH:17][CH:18]=1)(=[O:12])=[O:11])[C:25]1[CH:30]=[CH:29][CH:28]=[CH:27][CH:26]=1, predict the reactants needed to synthesize it. The reactants are: [CH3:1][O:2][C:3]1[CH:8]=[CH:7][CH:6]=[CH:5][C:4]=1[N:9]([CH2:20][C:21](O)=[O:22])[S:10]([C:13]1[C:14]([CH3:19])=[CH:15][CH:16]=[CH:17][CH:18]=1)(=[O:12])=[O:11].[CH2:24]([NH:31][CH2:32][C:33]#[N:34])[C:25]1[CH:30]=[CH:29][CH:28]=[CH:27][CH:26]=1. (4) Given the product [CH3:41][N:38]([CH3:39])[CH2:37][CH2:36][NH:35][C:3]([C:5]1[CH:6]=[N:7][C:8]2[C:13]([C:14]=1[O:15][CH3:16])=[CH:12][C:11](/[CH:17]=[C:18]1/[C:19](=[O:33])[N:20]=[C:21]([NH:23][C@@H:24]3[CH2:26][C@H:25]3[C:27]3[CH:28]=[CH:29][CH:30]=[CH:31][CH:32]=3)[S:22]/1)=[CH:10][CH:9]=2)=[O:4], predict the reactants needed to synthesize it. The reactants are: CO[C:3]([C:5]1[CH:6]=[N:7][C:8]2[C:13]([C:14]=1[O:15][CH3:16])=[CH:12][C:11](/[CH:17]=[C:18]1/[C:19](=[O:33])[N:20]=[C:21]([NH:23][C@@H:24]3[CH2:26][C@H:25]3[C:27]3[CH:32]=[CH:31][CH:30]=[CH:29][CH:28]=3)[S:22]/1)=[CH:10][CH:9]=2)=[O:4].C[NH:35][CH2:36][CH2:37][NH:38][CH3:39].Cl.[CH:41](Cl)(Cl)Cl. (5) Given the product [Br:21][CH2:13][C:4]1[N:3]=[C:2]([Cl:1])[CH:12]=[CH:11][C:5]=1[C:6]([O:8][CH2:9][CH3:10])=[O:7], predict the reactants needed to synthesize it. The reactants are: [Cl:1][C:2]1[CH:12]=[CH:11][C:5]([C:6]([O:8][CH2:9][CH3:10])=[O:7])=[C:4]([CH3:13])[N:3]=1.C1C(=O)N([Br:21])C(=O)C1. (6) Given the product [N:16]1([C:9]([O:11][C:12]([CH3:13])([CH3:14])[CH3:15])=[O:10])[CH2:21][CH2:20][NH:19][CH2:18][CH2:17]1, predict the reactants needed to synthesize it. The reactants are: [C:9](O[C:9]([O:11][C:12]([CH3:15])([CH3:14])[CH3:13])=[O:10])([O:11][C:12]([CH3:15])([CH3:14])[CH3:13])=[O:10].[NH:16]1[CH2:21][CH2:20][NH:19][CH2:18][CH2:17]1.O. (7) Given the product [ClH:28].[Cl:28][C:27]1[CH:26]=[CH:25][CH:24]=[C:23]([Cl:29])[C:22]=1[NH:21][C:18]1[CH:17]=[CH:16][C:15]([CH:11]2[O:12][CH2:13][CH2:14][N:9]([CH2:8][CH2:7][C:6]([OH:30])=[O:5])[CH2:10]2)=[CH:20][CH:19]=1, predict the reactants needed to synthesize it. The reactants are: C([O:5][C:6](=[O:30])[CH2:7][CH2:8][N:9]1[CH2:14][CH2:13][O:12][CH:11]([C:15]2[CH:20]=[CH:19][C:18]([NH:21][C:22]3[C:27]([Cl:28])=[CH:26][CH:25]=[CH:24][C:23]=3[Cl:29])=[CH:17][CH:16]=2)[CH2:10]1)(C)(C)C.Cl.O1CCOCC1.